This data is from Reaction yield outcomes from USPTO patents with 853,638 reactions. The task is: Predict the reaction yield, written as a fraction of the theoretical maximum amount of product (1.0 means a 100% yield; for example, 0.34 means a 34% yield). (1) The reactants are [CH3:1][O:2][C:3]1[C:4]2[C:12]([CH:13]=[C:14]3[CH:18]=[CH:17][S:16][C:15]=13)=[C:11]([O:19][CH3:20])[C:7]1[S:8][CH:9]=[CH:10][C:6]=1[CH:5]=2.[C:21]1([CH3:27])[CH:26]=[CH:25][CH:24]=[CH:23][CH:22]=1.C(O)[CH2:29][CH2:30][CH2:31][CH2:32][CH2:33][CH2:34][CH2:35][CH2:36][CH2:37][CH2:38][CH2:39][CH2:40][CH3:41].[C:43]1(C)[CH:48]=[CH:47][C:46](S(O)(=O)=O)=[CH:45][CH:44]=1. The catalyst is O. The product is [CH2:20]([O:19][C:11]1[C:12]2[C:4]([CH:5]=[C:6]3[CH:10]=[CH:9][S:8][C:7]=13)=[C:3]([O:2][CH2:1][CH2:47][CH2:48][CH2:43][CH2:44][CH2:45][CH2:46][CH2:22][CH2:23][CH2:24][CH2:25][CH2:26][CH2:21][CH3:27])[C:15]1[S:16][CH:17]=[CH:18][C:14]=1[CH:13]=2)[CH2:41][CH2:40][CH2:39][CH2:38][CH2:37][CH2:36][CH2:35][CH2:34][CH2:33][CH2:32][CH2:31][CH2:30][CH3:29]. The yield is 0.490. (2) The reactants are [CH3:1][O:2][C:3]1[CH:15]=[CH:14][C:6]([CH2:7][NH:8][CH2:9][CH:10]([CH3:13])[CH2:11][OH:12])=[CH:5][CH:4]=1.C(N(CC)CC)C.Cl[CH2:24][C:25](Cl)=[O:26].[OH-].[K+]. The catalyst is ClCCl. The product is [CH3:1][O:2][C:3]1[CH:4]=[CH:5][C:6]([CH2:7][N:8]2[CH2:9][CH:10]([CH3:13])[CH2:11][O:12][CH2:24][C:25]2=[O:26])=[CH:14][CH:15]=1. The yield is 0.880. (3) The reactants are [I:1][C:2]1[CH:3]=[CH:4][C:5]([NH:8][C:9]([NH2:11])=S)=[N:6][CH:7]=1.CI.[CH3:14][O:15][C:16]1[CH:23]=[CH:22][CH:21]=[C:20]([O:24][CH3:25])[C:17]=1[CH2:18][NH2:19]. The catalyst is CO. The product is [CH3:25][O:24][C:20]1[CH:21]=[CH:22][CH:23]=[C:16]([O:15][CH3:14])[C:17]=1[CH2:18][NH:19][C:9]([NH:8][C:5]1[CH:4]=[CH:3][C:2]([I:1])=[CH:7][N:6]=1)=[NH:11]. The yield is 0.850. (4) The reactants are C1(P(=[C:20]2[CH2:25][C:24](=[O:26])[NH:23][C:21]2=[O:22])(C2C=CC=CC=2)C2C=CC=CC=2)C=CC=CC=1.[Cl:27][C:28]1[CH:29]=[C:30]([CH:33]=[CH:34][C:35]=1[NH:36][C:37]1[C:42]([CH3:43])=[C:41]([NH:44][CH:45]2[CH2:47][CH2:46]2)[N:40]2[N:48]=[CH:49][C:50](C=O)=[C:39]2[N:38]=1)[C:31]#[N:32].C[N:54](C=O)C. The catalyst is C(O)C.O. The product is [Cl:27][C:28]1[CH:29]=[C:30]([CH:33]=[CH:34][C:35]=1[NH:36][C:37]1[C:42]([CH3:43])=[C:41]([NH:44][CH:45]2[CH2:46][CH2:47]2)[N:40]2[N:48]=[CH:49][C:50]([CH:25]=[C:20]3[C:21](=[O:22])[NH:23][C:24](=[O:26])[NH:54]3)=[C:39]2[N:38]=1)[C:31]#[N:32]. The yield is 0.260. (5) The reactants are [Mg].Br[C:3]1[CH:8]=[CH:7][C:6]([O:9][C:10]([F:13])([F:12])[F:11])=[CH:5][CH:4]=1.C(OC([N:21]1[CH2:26][CH2:25][CH:24]([C:27](=[O:32])N(C)OC)[CH2:23][CH2:22]1)=O)(C)(C)C.C(O)(C(F)(F)F)=O.[ClH:40]. The catalyst is C1COCC1.C(Cl)Cl.CCOCC. The product is [ClH:40].[F:11][C:10]([F:13])([F:12])[O:9][C:6]1[CH:7]=[CH:8][C:3]([C:27]([CH:24]2[CH2:25][CH2:26][NH:21][CH2:22][CH2:23]2)=[O:32])=[CH:4][CH:5]=1. The yield is 0.250.